From a dataset of Full USPTO retrosynthesis dataset with 1.9M reactions from patents (1976-2016). Predict the reactants needed to synthesize the given product. (1) The reactants are: [F:1][CH2:2][CH2:3][N:4]1[CH2:9][CH2:8][N:7]([C:10]2[CH:17]=[CH:16][C:13]([CH:14]=O)=[C:12]([OH:18])[CH:11]=2)[CH2:6][CH2:5]1.C[O:20][C:21](=O)[CH2:22][C:23]1[S:24][C:25]2[CH:31]=[CH:30][CH:29]=[CH:28][C:26]=2[N:27]=1.N1CCCCC1. Given the product [S:24]1[C:25]2[CH:31]=[CH:30][CH:29]=[CH:28][C:26]=2[N:27]=[C:23]1[C:22]1[C:21](=[O:20])[O:18][C:12]2[C:13]([CH:14]=1)=[CH:16][CH:17]=[C:10]([N:7]1[CH2:8][CH2:9][N:4]([CH2:3][CH2:2][F:1])[CH2:5][CH2:6]1)[CH:11]=2, predict the reactants needed to synthesize it. (2) The reactants are: [N:1]1([C:8]2[O:9][C:10]3[CH:16]=[CH:15][C:14]([C:17]([F:20])([F:19])[F:18])=[CH:13][C:11]=3[N:12]=2)[CH2:7][CH2:6][CH2:5][NH:4][CH2:3][CH2:2]1.[OH:21][CH:22]1[CH2:27][CH2:26][CH:25]([C:28](O)=[O:29])[CH2:24][CH2:23]1.C1(N=C=NC2CCCCC2)CCCCC1. Given the product [OH:21][CH:22]1[CH2:27][CH2:26][CH:25]([C:28]([N:4]2[CH2:5][CH2:6][CH2:7][N:1]([C:8]3[O:9][C:10]4[CH:16]=[CH:15][C:14]([C:17]([F:20])([F:18])[F:19])=[CH:13][C:11]=4[N:12]=3)[CH2:2][CH2:3]2)=[O:29])[CH2:24][CH2:23]1, predict the reactants needed to synthesize it. (3) The reactants are: [CH2:1]([O:3][C:4]([C:6]1[C:7](=[O:18])[NH:8][C:9]2[C:14]([C:15]=1Cl)=[CH:13][C:12]([F:17])=[CH:11][N:10]=2)=[O:5])[CH3:2].[O:19]1[CH:23]=[CH:22][CH:21]=[C:20]1[C:24]([N:26]1[CH2:31][CH2:30][NH:29][CH2:28][CH2:27]1)=[O:25]. Given the product [CH2:1]([O:3][C:4]([C:6]1[C:7](=[O:18])[NH:8][C:9]2[C:14]([C:15]=1[N:29]1[CH2:30][CH2:31][N:26]([C:24]([C:20]3[O:19][CH:23]=[CH:22][CH:21]=3)=[O:25])[CH2:27][CH2:28]1)=[CH:13][C:12]([F:17])=[CH:11][N:10]=2)=[O:5])[CH3:2], predict the reactants needed to synthesize it. (4) Given the product [Cl:1][C:2]1[CH:7]=[C:6]([F:8])[CH:5]=[CH:4][C:3]=1[N:9]1[C:14]([CH3:15])=[CH:13][CH:12]=[C:11]([C:16]([OH:36])=[O:42])[C:10]1=[O:18], predict the reactants needed to synthesize it. The reactants are: [Cl:1][C:2]1[CH:7]=[C:6]([F:8])[CH:5]=[CH:4][C:3]=1[N:9]1[C:14]([CH3:15])=[CH:13][CH:12]=[C:11]([C:16]#N)[C:10]1=[O:18].ClC1C=C(F)C=CC=1N1C=CC(C)=C(C#N)C1=[O:36].S(=O)(=O)(O)O.[OH-:42].[Na+]. (5) Given the product [CH2:13]([C:15]1[C:20]([OH:21])=[CH:19][C:18]([OH:26])=[C:17]([C:31]2[CH:36]=[CH:35][CH:34]=[C:33]([CH3:37])[CH:32]=2)[C:16]=1[CH2:38][CH2:39][O:40][CH2:41][CH2:42][O:43][CH3:44])[CH3:14], predict the reactants needed to synthesize it. The reactants are: C(Cl)(=O)OC.C(N(CC)CC)C.[CH2:13]([C:15]1[C:20]([O:21]C(OC)=O)=[CH:19][C:18]([O:26]C(OC)=O)=[C:17]([C:31]2[CH:36]=[CH:35][CH:34]=[C:33]([CH3:37])[CH:32]=2)[C:16]=1[CH2:38][CH2:39][O:40][CH2:41][CH2:42][O:43][CH3:44])[CH3:14].[BH4-].[Na+].N.